From a dataset of Reaction yield outcomes from USPTO patents with 853,638 reactions. Predict the reaction yield, written as a fraction of the theoretical maximum amount of product (1.0 means a 100% yield; for example, 0.34 means a 34% yield). (1) The reactants are [CH3:1][C:2]([NH2:5])([CH3:4])[CH3:3].[CH2:6](N(CC)CC)C.[Br:13][C:14]1[CH:22]=[CH:21][C:17]([C:18]([OH:20])=[O:19])=[CH:16][C:15]=1[S:23](Cl)(=[O:25])=[O:24].Cl.S(=O)(=O)(O)O. The catalyst is ClCCl. The product is [Br:13][C:14]1[CH:22]=[CH:21][C:17]([C:18]([O:20][CH3:6])=[O:19])=[CH:16][C:15]=1[S:23](=[O:25])(=[O:24])[NH:5][C:2]([CH3:4])([CH3:3])[CH3:1]. The yield is 0.650. (2) No catalyst specified. The yield is 0.910. The product is [F:23][C:20]1[CH:21]=[CH:22][C:17]([CH2:16][CH2:15][CH2:14][O:9][C:8]2[C:7]([O:10][CH3:11])=[CH:6][C:5]([CH3:12])=[CH:4][C:3]=2[O:2][CH3:1])=[CH:18][CH:19]=1. The reactants are [CH3:1][O:2][C:3]1[CH:4]=[C:5]([CH3:12])[CH:6]=[C:7]([O:10][CH3:11])[C:8]=1[OH:9].Br[CH2:14][CH2:15][CH2:16][C:17]1[CH:22]=[CH:21][C:20]([F:23])=[CH:19][CH:18]=1.